Predict the reactants needed to synthesize the given product. From a dataset of Full USPTO retrosynthesis dataset with 1.9M reactions from patents (1976-2016). (1) Given the product [OH:8][C:9]1[CH:14]=[C:13]([O:15][CH:16]([CH3:18])[CH3:17])[CH:12]=[CH:11][C:10]=1[CH2:19][CH2:20][C:21]([O:23][CH2:24][CH3:25])=[O:22], predict the reactants needed to synthesize it. The reactants are: C([O:8][C:9]1[CH:14]=[C:13]([O:15][CH:16]([CH3:18])[CH3:17])[CH:12]=[CH:11][C:10]=1/[CH:19]=[CH:20]/[C:21]([O:23][CH2:24][CH3:25])=[O:22])C1C=CC=CC=1. (2) The reactants are: [C:1](=[S:10])([NH:8][NH2:9])[C:2]1[CH:7]=[CH:6][CH:5]=[CH:4][CH:3]=1.[Cl:11][C:12]1[CH:13]=[C:14]([CH:27]=[CH:28][CH:29]=1)[CH2:15][N:16]1[C:26]2[C:21](=[CH:22][CH:23]=[CH:24][CH:25]=2)[C:19](=O)[C:17]1=[O:18].C(Cl)Cl.CCCCCC. Given the product [Cl:11][C:12]1[CH:13]=[C:14]([CH:27]=[CH:28][CH:29]=1)[CH2:15][N:16]1[C:26]2[C:21](=[CH:22][CH:23]=[CH:24][CH:25]=2)[C:19]2([NH:9][N:8]=[C:1]([C:2]3[CH:7]=[CH:6][CH:5]=[CH:4][CH:3]=3)[S:10]2)[C:17]1=[O:18], predict the reactants needed to synthesize it. (3) The reactants are: [Br:1][C:2]1[CH:7]=[CH:6][N:5]=[C:4](F)[CH:3]=1.[N:9]1([CH2:14][CH2:15][NH2:16])[CH2:13][CH2:12][CH2:11][CH2:10]1. Given the product [Br:1][C:2]1[CH:7]=[CH:6][N:5]=[C:4]([NH:16][CH2:15][CH2:14][N:9]2[CH2:13][CH2:12][CH2:11][CH2:10]2)[CH:3]=1, predict the reactants needed to synthesize it. (4) Given the product [F:1][C:2]1[CH:3]=[CH:4][C:5]([CH:8]2[N:12]([S:13]([C:16]3[CH:17]=[CH:18][C:19]([CH3:22])=[CH:20][CH:21]=3)(=[O:15])=[O:14])[CH:11]([C:23]([NH:32][OH:33])=[NH:24])[CH2:10][CH2:9]2)=[CH:6][CH:7]=1, predict the reactants needed to synthesize it. The reactants are: [F:1][C:2]1[CH:7]=[CH:6][C:5]([CH:8]2[N:12]([S:13]([C:16]3[CH:21]=[CH:20][C:19]([CH3:22])=[CH:18][CH:17]=3)(=[O:15])=[O:14])[CH:11]([C:23]#[N:24])[CH2:10][CH2:9]2)=[CH:4][CH:3]=1.C(=O)([O-])[O-].[K+].[K+].Cl.[NH2:32][OH:33]. (5) The reactants are: Cl[C:2]1[CH:7]=[CH:6][C:5]([Cl:8])=[CH:4][N:3]=1.C(=O)([O-])[O-].[K+].[K+].[NH:15]1[CH2:20][CH2:19][NH:18][CH2:17][CH2:16]1.C(OCC)(=O)C. Given the product [Cl:8][C:5]1[CH:6]=[CH:7][C:2]([N:15]2[CH2:20][CH2:19][NH:18][CH2:17][CH2:16]2)=[N:3][CH:4]=1, predict the reactants needed to synthesize it. (6) The reactants are: Cl[C:2]1[CH:9]=[CH:8][C:5]([C:6]#[N:7])=[C:4]([O:10][CH:11]([CH3:13])[CH3:12])[N:3]=1.[B:14]1([OH:24])[C:18]2[CH:19]=[CH:20][C:21]([OH:23])=[CH:22][C:17]=2[CH2:16][O:15]1.C(=O)([O-])[O-].[K+].[K+]. Given the product [OH:24][B:14]1[C:18]2[CH:19]=[CH:20][C:21]([O:23][C:2]3[CH:9]=[CH:8][C:5]([C:6]#[N:7])=[C:4]([O:10][CH:11]([CH3:13])[CH3:12])[N:3]=3)=[CH:22][C:17]=2[CH2:16][O:15]1, predict the reactants needed to synthesize it. (7) Given the product [Br:1][C:2]1[CH:3]=[C:4]2[C:13](=[CH:14][CH:15]=1)[C:7]1([CH2:12][CH2:11][O:10][CH2:9][CH2:8]1)[CH:6]=[C:5]2[C:16]1[CH:17]=[CH:30][N:28]=[C:24]([NH2:25])[N:32]=1, predict the reactants needed to synthesize it. The reactants are: [Br:1][C:2]1[CH:3]=[C:4]2[C:13](=[CH:14][CH:15]=1)[C:7]1([CH2:12][CH2:11][O:10][CH2:9][CH2:8]1)[CH:6]=[C:5]2[C:16](=O)[CH3:17].C(O[CH:24]([N:28]([CH3:30])C)[N:25](C)C)(C)(C)C.Cl.[NH2:32]C(N)=N.CO[Na].C([O-])(O)=O.[Na+].